This data is from Reaction yield outcomes from USPTO patents with 853,638 reactions. The task is: Predict the reaction yield, written as a fraction of the theoretical maximum amount of product (1.0 means a 100% yield; for example, 0.34 means a 34% yield). (1) The reactants are [C:1]([C:3]1[CH:8]=[CH:7][C:6]([OH:9])=[CH:5][CH:4]=1)#[N:2].C([O-])([O-])=O.[K+].[K+].Br[CH2:17][CH2:18][CH2:19][CH2:20][CH2:21][CH2:22][CH2:23][CH2:24][CH2:25][OH:26].O. The catalyst is CN(C=O)C.CCCCCC.C(OCC)(=O)C. The product is [C:1]([C:3]1[CH:8]=[CH:7][C:6]([O:9][CH2:17][CH2:18][CH2:19][CH2:20][CH2:21][CH2:22][CH2:23][CH2:24][CH2:25][OH:26])=[CH:5][CH:4]=1)#[N:2]. The yield is 0.980. (2) The reactants are [CH2:1]([C@H:8]1[C:37](=[O:38])[N:36]([CH3:39])[C@@H:35]([CH2:40][CH:41]([CH3:43])[CH3:42])[C:34](=[O:44])[NH:33][C@@H:32]([C@H:45]([OH:47])[CH3:46])[C:31](=[O:48])[N:30]([CH3:49])[CH2:29][C:28](=[O:50])[N:27]([CH3:51])[C@@H:26]([CH2:52][CH:53]([CH3:55])[CH3:54])[C:25](=[O:56])[NH:24][C@@H:23]([CH2:57][O:58][C:59]([CH3:62])([CH3:61])[CH3:60])[C:22](=[O:63])[N:21]([CH3:64])[C@@H:20]([C@H:65]([CH2:67][CH3:68])[CH3:66])[C:19](=[O:69])[NH:18][C@H:17]([C:70]([N:72]2[CH2:77][CH2:76][CH2:75][CH2:74][CH2:73]2)=[O:71])[CH2:16]S[CH2:14][C:13](=[O:78])[N:12]([CH3:79])[C@@H:11]([CH3:80])[C:10](=[O:81])[N:9]1[CH3:82])[C:2]1[CH:7]=[CH:6][CH:5]=[CH:4][CH:3]=1.O.O[O:85][S:86]([O-:88])=O.[K+].CS(C)=O. The catalyst is CO. The product is [CH2:1]([CH:8]1[C:37](=[O:38])[N:36]([CH3:39])[CH:35]([CH2:40][CH:41]([CH3:42])[CH3:43])[C:34](=[O:44])[NH:33][CH:32]([C@H:45]([OH:47])[CH3:46])[C:31](=[O:48])[N:30]([CH3:49])[CH2:29][C:28](=[O:50])[N:27]([CH3:51])[CH:26]([CH2:52][CH:53]([CH3:54])[CH3:55])[C:25](=[O:56])[NH:24][CH:23]([CH2:57][O:58][C:59]([CH3:60])([CH3:62])[CH3:61])[C:22](=[O:63])[N:21]([CH3:64])[CH:20]([C@H:65]([CH2:67][CH3:68])[CH3:66])[C:19](=[O:69])[NH:18][CH:17]([C:70]([N:72]2[CH2:77][CH2:76][CH2:75][CH2:74][CH2:73]2)=[O:71])[CH2:16][S:86](=[O:88])(=[O:85])[CH2:14][C:13](=[O:78])[N:12]([CH3:79])[CH:11]([CH3:80])[C:10](=[O:81])[N:9]1[CH3:82])[C:2]1[CH:3]=[CH:4][CH:5]=[CH:6][CH:7]=1. The yield is 0.840. (3) The reactants are [F:1][C:2]([F:13])([S:9](Cl)(=[O:11])=[O:10])[C:3]([F:8])([F:7])[CH2:4][CH2:5][OH:6].C(=O)([O-])O.[Na+].[OH:19][N:20]1[C:24](=[O:25])[CH2:23][CH2:22][C:21]1=[O:26].O. The catalyst is C(#N)C. The product is [F:1][C:2]([F:13])([S:9]([O:19][N:20]1[C:24](=[O:25])[CH2:23][CH2:22][C:21]1=[O:26])(=[O:11])=[O:10])[C:3]([F:8])([F:7])[CH2:4][CH2:5][OH:6]. The yield is 0.560. (4) The product is [N:1]([C@H:10]1[C@@H:14]([C:15]2[CH:20]=[CH:19][C:18]([F:21])=[CH:17][CH:16]=2)[CH2:13][O:12][CH2:11]1)=[N+:2]=[N-:3]. The catalyst is CS(C)=O.O. The yield is 0.940. The reactants are [N-:1]=[N+:2]=[N-:3].[Na+].CS(O[C@H:10]1[C@@H:14]([C:15]2[CH:20]=[CH:19][C:18]([F:21])=[CH:17][CH:16]=2)[CH2:13][O:12][CH2:11]1)(=O)=O.